Regression. Given two drug SMILES strings and cell line genomic features, predict the synergy score measuring deviation from expected non-interaction effect. From a dataset of NCI-60 drug combinations with 297,098 pairs across 59 cell lines. (1) Drug 1: CC1=C(C(CCC1)(C)C)C=CC(=CC=CC(=CC(=O)O)C)C. Drug 2: CC1CCC2CC(C(=CC=CC=CC(CC(C(=O)C(C(C(=CC(C(=O)CC(OC(=O)C3CCCCN3C(=O)C(=O)C1(O2)O)C(C)CC4CCC(C(C4)OC)O)C)C)O)OC)C)C)C)OC. Cell line: OVCAR-8. Synergy scores: CSS=14.6, Synergy_ZIP=-1.61, Synergy_Bliss=5.13, Synergy_Loewe=-6.67, Synergy_HSA=2.39. (2) Drug 1: CC1=CC2C(CCC3(C2CCC3(C(=O)C)OC(=O)C)C)C4(C1=CC(=O)CC4)C. Drug 2: CN(C)C1=NC(=NC(=N1)N(C)C)N(C)C. Cell line: EKVX. Synergy scores: CSS=2.16, Synergy_ZIP=-1.56, Synergy_Bliss=0.655, Synergy_Loewe=-2.19, Synergy_HSA=-1.36.